This data is from Experimentally validated miRNA-target interactions with 360,000+ pairs, plus equal number of negative samples. The task is: Binary Classification. Given a miRNA mature sequence and a target amino acid sequence, predict their likelihood of interaction. (1) The miRNA is hsa-miR-4487 with sequence AGAGCUGGCUGAAGGGCAG. The protein sequence of the target gene is MAKPAQGAKYRGSIHDFPGFDPNQDAEALYTAMKGFGSDKEAILDIITSRSNRQRQEVCQSYKSLYGKDLIADLKYELTGKFERLIVGLMRPPAYCDAKEIKDAISGIGTDEKCLIEILASRTNEQMHQLVAAYKDAYERDLEADIIGDTSGHFQKMLVVLLQGTREEDDVVSEDLVQQDVQDLYEAGELKWGTDEAQFIYILGNRSKQHLRLVFDEYLKTTGKPIEASIRGELSGDFEKLMLAVVKCIRSTPEYFAERLFKAMKGLGTRDNTLIRIMVSRSELDMLDIREIFRTKYEKS.... Result: 1 (interaction). (2) The miRNA is hsa-miR-4680-5p with sequence AGAACUCUUGCAGUCUUAGAUGU. The protein sequence of the target gene is MSVSVHENRKSRASSGSINIYLFHKSSYADSVLTHLNLLRQQRLFTDVLLHAGNRTFPCHRAVLAACSRYFEAMFSGGLKESQDSEVNFDNSIHPEVLELLLDYAYSSRVIINEENAESLLEAGDMLEFQDIRDACAEFLEKNLHPTNCLGMLLLSDAHQCTKLYELSWRMCLSNFQTIRKNEDFLQLPQDMVVQLLSSEELETEDERLVYESAMNWISYDLKKRYCYLPELLQTVRLALLPAIYLMENVAMEELITKQRKSKEIVEEAIRCKLKILQNDGVVTSLCARPRKTGHALFLL.... Result: 0 (no interaction). (3) The miRNA is hsa-miR-615-3p with sequence UCCGAGCCUGGGUCUCCCUCUU. The protein sequence of the target gene is MEAPAQKAGQGGLPKADAQGASGAREKRPEEPRPLEEDRAGSRPTQKGDLRGAAGGRTTPPGGGSRGCSLGVSPGPGTRHSAGTRPLVREPCGPTSSQNPELVIPEGLQAREGPCRSPARGGDCSRNSCLAWHRGAPAGETPPVCDPCPERIQNHPRTQLCEVHTDCWPCQPGTGAPTCPRTPKPTSRGRNPLVEQPRACACGEAFAWRALRIPQERLQATEEPRPCARCGKRFRPNQQQQAGKSPPVCPECGQTSRPRPIVPDPPAQRLYACDECGKAFTRTSSLLQHQRIHTGERPYE.... Result: 1 (interaction). (4) The miRNA is hsa-miR-590-5p with sequence GAGCUUAUUCAUAAAAGUGCAG. The protein sequence of the target gene is MSDNKERKSQGFPKEDNQDTSSLADAVEKVAKQQQSQASEIEKNKKVLFNLKNELHELEKEIAAISAETKETERQIYQQDSAIENTKLHCDSLETQIKSLHSENVKLKFDIETAQEDFEEHMIKYNAYYAKIKAHKNSLGEVESKWSFMTELHEKRDFVKKLKTMKEELMQDLQNPGGNRITQVQEDITNLKDKIITVKESIIEKTCFLEEEKKTHEKLRKEIEVQHKRYDAILKRLHCQVNKLQSNRRQWQWNIQQLEKTAAELRKCIGMQE. Result: 0 (no interaction). (5) The miRNA is hsa-miR-624-5p with sequence UAGUACCAGUACCUUGUGUUCA. Result: 0 (no interaction). The protein sequence of the target gene is MSQLSSTLKRYTESSRYTDAPYAKPGYGTYTPSSYGANLAASFLEKEKLGFKPVSPTSFLPRPRTYGPSSILDCDRGRPLLRSDIIGSSKRSESQTRGNERPSGSGLNGGSGFSYGVSSNSLSYLPMNARDQGVTLSQKKSNSQSDLARDFSSLRTSDGYRTSEGFRIDPGNLGRSPMLARTRKELCALQGLYQAASRSEYLTDYLENYGRKGSAPQVLTQAPPPSRVPEVLSPTYRPSGRYTLWEKSKGQASGPSRSSSPGRDTMNSKSAQGLAGLRNLGNTCFMNSILQCLSNTRELR....